Task: Predict the reactants needed to synthesize the given product.. Dataset: Full USPTO retrosynthesis dataset with 1.9M reactions from patents (1976-2016) (1) The reactants are: [CH2:1]([CH:7]([CH2:16][CH:17]([OH:34])[CH2:18][CH:19]([CH2:28][CH2:29][CH2:30][CH2:31][CH2:32][CH3:33])[CH2:20][CH2:21][CH2:22][CH2:23][CH2:24][CH2:25][CH2:26][CH3:27])[CH2:8][CH2:9][CH2:10][CH2:11][CH2:12][CH2:13][CH2:14][CH3:15])[CH2:2][CH2:3][CH2:4][CH2:5][CH3:6].Br[CH2:36][CH2:37][CH2:38][CH2:39][C:40]([OH:42])=O.C(Cl)CCl.C[CH2:48][N:49](C(C)C)[CH:50](C)C.CNC. Given the product [CH3:48][N:49]([CH3:50])[CH2:36][CH2:37][CH2:38][CH2:39][C:40]([O:34][CH:17]([CH2:18][CH:19]([CH2:28][CH2:29][CH2:30][CH2:31][CH2:32][CH3:33])[CH2:20][CH2:21][CH2:22][CH2:23][CH2:24][CH2:25][CH2:26][CH3:27])[CH2:16][CH:7]([CH2:1][CH2:2][CH2:3][CH2:4][CH2:5][CH3:6])[CH2:8][CH2:9][CH2:10][CH2:11][CH2:12][CH2:13][CH2:14][CH3:15])=[O:42], predict the reactants needed to synthesize it. (2) Given the product [NH2:1][C:2]1[N:3]=[CH:4][C:5]([C:8]2[CH:13]=[CH:12][C:11]([C:14]3[C:15]([C:20]([NH:25][CH3:24])=[O:22])=[CH:16][CH:17]=[CH:18][CH:19]=3)=[CH:10][C:9]=2[F:23])=[N:6][CH:7]=1, predict the reactants needed to synthesize it. The reactants are: [NH2:1][C:2]1[CH:7]=[N:6][C:5]([C:8]2[CH:13]=[CH:12][C:11]([C:14]3[C:15]([C:20]([OH:22])=O)=[CH:16][CH:17]=[CH:18][CH:19]=3)=[CH:10][C:9]=2[F:23])=[CH:4][N:3]=1.[CH3:24][NH2:25]. (3) Given the product [N:36]1([C:26]([C:27]2[CH:6]=[CH:5][C:4]([C:14]3[CH:15]=[CH:16][C:11]([O:10][CH2:9][CH2:8][CH2:7][N:1]4[CH2:2][CH2:3][CH2:4][CH2:5][CH2:6]4)=[CH:12][CH:13]=3)=[CH:3][CH:2]=2)=[O:30])[CH2:41][CH2:40][CH2:39][CH2:38][CH2:37]1, predict the reactants needed to synthesize it. The reactants are: [N:1]1([CH2:7][CH2:8][CH2:9][O:10][C:11]2[CH:16]=[CH:15][C:14](C3(C(O)=O)C=CC=CC3)=[CH:13][CH:12]=2)[CH2:6][CH2:5][CH2:4][CH2:3][CH2:2]1.[C:26](Cl)(=[O:30])[C:27](Cl)=O.C(Cl)(Cl)Cl.[NH:36]1[CH2:41][CH2:40][CH2:39][CH2:38][CH2:37]1. (4) Given the product [N:5]1[CH:6]=[CH:7][C:2]([N:10]2[CH2:11][CH2:12][C:13]3[C:18](=[CH:17][CH:16]=[CH:15][CH:14]=3)[CH2:9]2)=[CH:3][CH:4]=1, predict the reactants needed to synthesize it. The reactants are: Cl[C:2]1[CH:7]=[CH:6][N:5]=[CH:4][CH:3]=1.Cl.[CH2:9]1[C:18]2[C:13](=[CH:14][CH:15]=[CH:16][CH:17]=2)[CH2:12][CH2:11][NH:10]1.[OH-].[Na+]. (5) Given the product [CH3:9][C@@H:8]1[CH2:7][CH2:6][CH2:5][N:4]([C:10]([C:12]2[CH:17]=[CH:16][CH:15]=[C:14]([CH3:18])[C:13]=2[C:19]2[N:20]=[CH:21][CH:22]=[CH:23][N:24]=2)=[O:11])[C@@H:3]1[CH2:2][NH:1][C:26]1[N:31]=[CH:30][C:29]([C:32]([F:35])([F:34])[F:33])=[CH:28][N:27]=1, predict the reactants needed to synthesize it. The reactants are: [NH2:1][CH2:2][C@@H:3]1[C@H:8]([CH3:9])[CH2:7][CH2:6][CH2:5][N:4]1[C:10]([C:12]1[CH:17]=[CH:16][CH:15]=[C:14]([CH3:18])[C:13]=1[C:19]1[N:24]=[CH:23][CH:22]=[CH:21][N:20]=1)=[O:11].Cl[C:26]1[N:31]=[CH:30][C:29]([C:32]([F:35])([F:34])[F:33])=[CH:28][N:27]=1. (6) Given the product [Cl:1][C:2]1[CH:3]=[C:4]([C:20]2([OH:23])[CH2:19][CH2:18][N:17]([CH2:16][C:15]3[CH:24]=[CH:25][CH:26]=[C:13]([O:12][CH3:11])[CH:14]=3)[CH2:22][CH2:21]2)[CH:5]=[CH:6][C:7]=1[F:8], predict the reactants needed to synthesize it. The reactants are: [Cl:1][C:2]1[CH:3]=[C:4]([Mg]Br)[CH:5]=[CH:6][C:7]=1[F:8].[CH3:11][O:12][C:13]1[CH:14]=[C:15]([CH:24]=[CH:25][CH:26]=1)[CH2:16][N:17]1[CH2:22][CH2:21][C:20](=[O:23])[CH2:19][CH2:18]1. (7) Given the product [Cl:1][C:2]1[C:3](=[O:29])[N:4]([CH2:19][C:20]2[CH:21]=[C:22]3[C:26](=[CH:27][CH:28]=2)[N:25]([CH3:32])[CH:24]=[CH:23]3)[C:5]([CH3:18])=[CH:6][C:7]=1[O:8][CH2:9][C:10]1[CH:15]=[CH:14][C:13]([F:16])=[CH:12][C:11]=1[F:17], predict the reactants needed to synthesize it. The reactants are: [Cl:1][C:2]1[C:3](=[O:29])[N:4]([CH2:19][C:20]2[CH:21]=[C:22]3[C:26](=[CH:27][CH:28]=2)[NH:25][CH:24]=[CH:23]3)[C:5]([CH3:18])=[CH:6][C:7]=1[O:8][CH2:9][C:10]1[CH:15]=[CH:14][C:13]([F:16])=[CH:12][C:11]=1[F:17].[H-].[Na+].[CH3:32]OS(OC)(=O)=O.